This data is from Reaction yield outcomes from USPTO patents with 853,638 reactions. The task is: Predict the reaction yield, written as a fraction of the theoretical maximum amount of product (1.0 means a 100% yield; for example, 0.34 means a 34% yield). (1) The reactants are [Cr](O[Cr]([O-])(=O)=O)([O-])(=O)=O.[Na+].[Na+].[F:12][C:13]1[CH:14]=[C:15]([CH3:22])[CH:16]=[CH:17][C:18]=1[N+:19]([O-:21])=[O:20].S(=O)(=O)(O)[OH:24].[OH2:28]. No catalyst specified. The product is [F:12][C:13]1[CH:14]=[C:15]([CH:16]=[CH:17][C:18]=1[N+:19]([O-:21])=[O:20])[C:22]([OH:24])=[O:28]. The yield is 0.680. (2) The reactants are Br[C:2]1[CH:7]=[CH:6][C:5]([C:8]2[N:12]([CH2:13][CH2:14][CH3:15])[C:11]3[C:16]([Cl:20])=[CH:17][CH:18]=[CH:19][C:10]=3[N:9]=2)=[CH:4][C:3]=1[Cl:21].[NH2:22][C:23]1[CH:28]=[CH:27][C:26]([CH3:29])=[CH:25][CH:24]=1.C1C=CC(P(C2C(C3C(P(C4C=CC=CC=4)C4C=CC=CC=4)=CC=C4C=3C=CC=C4)=C3C(C=CC=C3)=CC=2)C2C=CC=CC=2)=CC=1.C([O-])([O-])=O.[K+].[K+]. The catalyst is C1(C)C=CC=CC=1.CCOC(C)=O.CC([O-])=O.CC([O-])=O.[Pd+2]. The product is [Cl:21][C:3]1[CH:4]=[C:5]([C:8]2[N:12]([CH2:13][CH2:14][CH3:15])[C:11]3[C:16]([Cl:20])=[CH:17][CH:18]=[CH:19][C:10]=3[N:9]=2)[CH:6]=[CH:7][C:2]=1[NH:22][C:23]1[CH:28]=[CH:27][C:26]([CH3:29])=[CH:25][CH:24]=1. The yield is 0.430. (3) The reactants are C(=O)([O-])[O-].[K+].[K+].[CH2:7]([O:14][C:15]([NH:17][CH2:18][CH2:19][CH2:20][CH2:21][C:22]1[CH:27]=[CH:26][C:25]([OH:28])=[CH:24][CH:23]=1)=[O:16])[C:8]1[CH:13]=[CH:12][CH:11]=[CH:10][CH:9]=1.[CH3:29][O:30][C:31](=[O:44])[CH:32]([NH:36][C:37]([O:39][C:40]([CH3:43])([CH3:42])[CH3:41])=[O:38])[CH2:33][CH2:34]Br. The catalyst is CN(C=O)C.C(OCC)(=O)C. The product is [CH3:29][O:30][C:31](=[O:44])[CH:32]([NH:36][C:37]([O:39][C:40]([CH3:43])([CH3:42])[CH3:41])=[O:38])[CH2:33][CH2:34][O:28][C:25]1[CH:26]=[CH:27][C:22]([CH2:21][CH2:20][CH2:19][CH2:18][NH:17][C:15]([O:14][CH2:7][C:8]2[CH:9]=[CH:10][CH:11]=[CH:12][CH:13]=2)=[O:16])=[CH:23][CH:24]=1. The yield is 0.830. (4) The reactants are [CH2:1]([O:3][C:4](=[O:21])[CH2:5][C@@H:6]([NH:10][C:11]1[C:16]([N+:17]([O-])=O)=[CH:15][CH:14]=[C:13]([CH3:20])[N:12]=1)[CH2:7][CH2:8][CH3:9])[CH3:2]. The catalyst is CO.[Pd]. The product is [CH2:1]([O:3][C:4](=[O:21])[CH2:5][C@@H:6]([NH:10][C:11]1[C:16]([NH2:17])=[CH:15][CH:14]=[C:13]([CH3:20])[N:12]=1)[CH2:7][CH2:8][CH3:9])[CH3:2]. The yield is 1.00.